This data is from Full USPTO retrosynthesis dataset with 1.9M reactions from patents (1976-2016). The task is: Predict the reactants needed to synthesize the given product. (1) Given the product [CH3:1][O:2][C:3]1[CH:8]=[C:7]([CH3:9])[C:6]([S:10]([N:13]([CH3:35])[CH2:14][CH2:15][O:16][CH2:17][C:18]([N:20]([CH3:34])[C@@H:21]2[CH2:26][CH2:25][CH2:24][C@H:23]([N:27]3[CH2:28][CH2:29][N:30]([CH3:33])[CH2:31][CH2:32]3)[CH2:22]2)=[O:19])(=[O:12])=[O:11])=[C:5]([CH3:36])[CH:4]=1.[C:42]([C@H:40]([C@@H:38]([C:37]([O-:46])=[O:45])[OH:39])[OH:41])([O-:44])=[O:43], predict the reactants needed to synthesize it. The reactants are: [CH3:1][O:2][C:3]1[CH:8]=[C:7]([CH3:9])[C:6]([S:10]([N:13]([CH3:35])[CH2:14][CH2:15][O:16][CH2:17][C:18]([N:20]([CH3:34])[C@@H:21]2[CH2:26][CH2:25][CH2:24][C@H:23]([N:27]3[CH2:32][CH2:31][N:30]([CH3:33])[CH2:29][CH2:28]3)[CH2:22]2)=[O:19])(=[O:12])=[O:11])=[C:5]([CH3:36])[CH:4]=1.[C:37]([OH:46])(=[O:45])[C@H:38]([C@@H:40]([C:42]([OH:44])=[O:43])[OH:41])[OH:39].C(O)C. (2) Given the product [Cl:1][C:2]1[N:6]2[CH:7]=[C:8]([C:15]3[CH:19]=[CH:18][O:17][CH:16]=3)[CH:9]=[C:10]([C:11]([F:14])([F:13])[F:12])[C:5]2=[N:4][C:3]=1[C:20]([N:22]1[CH2:27][CH:26]=[C:25]([C:3]2[C:39]([OH:42])=[CH:9][CH:10]=[CH:5][N:4]=2)[CH2:24][CH2:23]1)=[O:21], predict the reactants needed to synthesize it. The reactants are: [Cl:1][C:2]1[N:6]2[CH:7]=[C:8]([C:15]3[CH:19]=[CH:18][O:17][CH:16]=3)[CH:9]=[C:10]([C:11]([F:14])([F:13])[F:12])[C:5]2=[N:4][C:3]=1[C:20]([N:22]1[CH2:27][CH:26]=[C:25](OS(C(F)(F)F)(=O)=O)[CH2:24][CH2:23]1)=[O:21].C(Cl)Cl.[C:39]([O-:42])([O-])=O.[Na+].[Na+]. (3) Given the product [C:11]([C:10]1[NH:9][N:8]=[C:7]([O:14][S:15]([C:18]2[CH:19]=[CH:20][C:21]([CH3:24])=[CH:22][CH:23]=2)(=[O:17])=[O:16])[C:6]=1[CH:1]1[CH2:5][CH2:4][CH2:3][CH2:2]1)(=[O:13])[CH3:12], predict the reactants needed to synthesize it. The reactants are: [CH:1]1([C:6]2[C:7]([O:14][S:15]([C:18]3[CH:23]=[CH:22][C:21]([CH3:24])=[CH:20][CH:19]=3)(=[O:17])=[O:16])=[N:8][NH:9][C:10]=2[CH:11]([OH:13])[CH3:12])[CH2:5][CH2:4][CH2:3][CH2:2]1.[Cr](O[Cr]([O-])(=O)=O)([O-])(=O)=O.[NH+]1C=CC=CC=1.[NH+]1C=CC=CC=1. (4) The reactants are: [CH2:1]([O:13][C:14]1[CH:21]=[CH:20][C:17]([CH:18]=[O:19])=[CH:16][CH:15]=1)[CH2:2][CH2:3][CH2:4][CH2:5][CH2:6][CH2:7][CH2:8][CH2:9][CH2:10][CH2:11][CH3:12].[BH4-].[Na+]. Given the product [CH2:1]([O:13][C:14]1[CH:15]=[CH:16][C:17]([CH2:18][OH:19])=[CH:20][CH:21]=1)[CH2:2][CH2:3][CH2:4][CH2:5][CH2:6][CH2:7][CH2:8][CH2:9][CH2:10][CH2:11][CH3:12], predict the reactants needed to synthesize it. (5) Given the product [F:17][C:14]1[CH:15]=[CH:16][C:11]([S:8]([C:6]2[N:7]=[C:2]([NH:25][C:26]3[CH:30]=[CH:29][NH:28][N:27]=3)[C:3]3[CH:20]=[CH:19][N:18]([CH2:21][CH2:22][O:23][CH3:24])[C:4]=3[N:5]=2)(=[O:10])=[O:9])=[CH:12][CH:13]=1, predict the reactants needed to synthesize it. The reactants are: Cl[C:2]1[C:3]2[CH:20]=[CH:19][N:18]([CH2:21][CH2:22][O:23][CH3:24])[C:4]=2[N:5]=[C:6]([S:8]([C:11]2[CH:16]=[CH:15][C:14]([F:17])=[CH:13][CH:12]=2)(=[O:10])=[O:9])[N:7]=1.[NH2:25][C:26]1[CH:30]=[CH:29][NH:28][N:27]=1.[I-].[Na+].CCN(C(C)C)C(C)C. (6) Given the product [N:1]1([CH2:16][C@@H:15]2[CH2:18][CH2:19][CH2:20][N:14]2[C:7]([O:9][C:10]([CH3:11])([CH3:13])[CH3:12])=[O:8])[CH2:6][CH2:5][O:4][CH2:3][CH2:2]1, predict the reactants needed to synthesize it. The reactants are: [NH:1]1[CH2:6][CH2:5][O:4][CH2:3][CH2:2]1.[C:7]([N:14]1[CH2:20][CH2:19][CH2:18][C@H:15]1[CH:16]=O)([O:9][C:10]([CH3:13])([CH3:12])[CH3:11])=[O:8].N1C=CC=CC=1.B.